From a dataset of Forward reaction prediction with 1.9M reactions from USPTO patents (1976-2016). Predict the product of the given reaction. Given the reactants C([O:4][C@H:5]1[C@H:10]([C:11]2[CH:16]=[CH:15][C:14]([Cl:17])=[C:13]([CH2:18][C:19]3[CH:24]=[CH:23][C:22]([C:25](=[O:27])[CH3:26])=[CH:21][CH:20]=3)[CH:12]=2)[C@@H:9]([O:28]C(=O)C)[C@H:8]([CH2:32][O:33]C(=O)C)[C@@H:7]([O:37]C(=O)C)[C@@H:6]1[O:41]C(=O)C)(=O)C.[BH4-].[Na+], predict the reaction product. The product is: [Cl:17][C:14]1[CH:15]=[CH:16][C:11]([C@@H:10]2[C@@H:9]([OH:28])[C@H:8]([CH2:32][OH:33])[C@@H:7]([OH:37])[C@H:6]([OH:41])[C@H:5]2[OH:4])=[CH:12][C:13]=1[CH2:18][C:19]1[CH:20]=[CH:21][C:22]([CH:25]([OH:27])[CH3:26])=[CH:23][CH:24]=1.